The task is: Predict the reaction yield, written as a fraction of the theoretical maximum amount of product (1.0 means a 100% yield; for example, 0.34 means a 34% yield).. This data is from Reaction yield outcomes from USPTO patents with 853,638 reactions. (1) The reactants are [CH3:1][O:2][C:3]1[CH:8]=[CH:7][C:6]([S:9]([N:12]2[CH2:17][CH2:16][N:15]([C:18](=[S:20])[NH2:19])[CH2:14][CH2:13]2)(=[O:11])=[O:10])=[CH:5][CH:4]=1.C([O-])(O)=O.[Na+].Cl[CH2:27][C:28](=O)[CH2:29][C:30]1[CH:35]=[CH:34][CH:33]=[CH:32][C:31]=1[O:36][CH3:37].N. The catalyst is CCO.ClCCCl.CCO. The product is [CH3:37][O:36][C:31]1[CH:32]=[CH:33][CH:34]=[CH:35][C:30]=1[CH2:29][C:28]1[N:19]=[C:18]([N:15]2[CH2:14][CH2:13][N:12]([S:9]([C:6]3[CH:5]=[CH:4][C:3]([O:2][CH3:1])=[CH:8][CH:7]=3)(=[O:10])=[O:11])[CH2:17][CH2:16]2)[S:20][CH:27]=1. The yield is 0.370. (2) The reactants are [F:1][C:2]1[CH:28]=[C:27]([F:29])[CH:26]=[CH:25][C:3]=1[CH2:4][O:5][C:6]1[N:7]=[CH:8][N:9]([C:15]2[CH:16]=[C:17]([CH:21]=[CH:22][C:23]=2[CH3:24])[C:18]([OH:20])=O)[C:10](=[O:14])[C:11]=1[CH2:12][CH3:13].CN1CCOCC1.ClC(OCC(C)C)=O.[NH2:45][C@H:46]([CH3:49])[CH2:47][OH:48]. The catalyst is CC(N(C)C)=O.CN(C1C=CN=CC=1)C. The product is [F:1][C:2]1[CH:28]=[C:27]([F:29])[CH:26]=[CH:25][C:3]=1[CH2:4][O:5][C:6]1[N:7]=[CH:8][N:9]([C:15]2[CH:16]=[C:17]([CH:21]=[CH:22][C:23]=2[CH3:24])[C:18]([NH:45][C@H:46]([CH3:49])[CH2:47][OH:48])=[O:20])[C:10](=[O:14])[C:11]=1[CH2:12][CH3:13]. The yield is 0.700. (3) The reactants are [Cl:1][C:2]1[CH:3]=[C:4]2[C:9](=[CH:10][CH:11]=1)[NH:8][CH:7]([C:12]1[CH:13]=[C:14]([CH:25]=[CH:26][CH:27]=1)[C:15]([O:17][CH2:18][C:19]1[CH:24]=[CH:23][CH:22]=[CH:21][CH:20]=1)=[O:16])[C:6]([CH3:29])([CH3:28])[CH:5]2O.C([SiH](CC)CC)C.FC(F)(F)C(O)=O. The catalyst is ClCCl. The product is [Cl:1][C:2]1[CH:3]=[C:4]2[C:9](=[CH:10][CH:11]=1)[NH:8][CH:7]([C:12]1[CH:13]=[C:14]([CH:25]=[CH:26][CH:27]=1)[C:15]([O:17][CH2:18][C:19]1[CH:20]=[CH:21][CH:22]=[CH:23][CH:24]=1)=[O:16])[C:6]([CH3:29])([CH3:28])[CH2:5]2. The yield is 0.479. (4) The reactants are [NH2:1][C:2]1[C:7]([N+:8]([O-:10])=[O:9])=[C:6]([CH3:11])[CH:5]=[CH:4][N:3]=1.[Cl:12]N1C(=O)CCC1=O. No catalyst specified. The product is [NH2:1][C:2]1[C:7]([N+:8]([O-:10])=[O:9])=[C:6]([CH3:11])[C:5]([Cl:12])=[CH:4][N:3]=1. The yield is 0.750. (5) The reactants are [C:1]1(C)[CH:6]=[CH:5][CH:4]=[CH:3][C:2]=1[O:7][CH:8]([C:10]1[CH:18]=[CH:17][C:13]([C:14]([OH:16])=O)=[CH:12][CH:11]=1)[CH3:9].[CH3:20]N(C(ON1N=NC2C=CC=NC1=2)=[N+](C)C)C.F[P-](F)(F)(F)(F)F.C(N(CC)CC)C.[NH2:51][CH2:52][C:53]1[C:54]([OH:61])=[N:55][C:56]([CH3:60])=[CH:57][C:58]=1[CH3:59]. The catalyst is ClCCl. The product is [OH:61][C:54]1[C:53]([CH2:52][NH:51][C:14](=[O:16])[C:13]2[CH:12]=[CH:11][C:10]([CH:8]([O:7][C:2]3[CH:1]=[C:6]([CH3:20])[CH:5]=[CH:4][CH:3]=3)[CH3:9])=[CH:18][CH:17]=2)=[C:58]([CH3:59])[CH:57]=[C:56]([CH3:60])[N:55]=1. The yield is 0.300.